The task is: Predict the reaction yield, written as a fraction of the theoretical maximum amount of product (1.0 means a 100% yield; for example, 0.34 means a 34% yield).. This data is from Reaction yield outcomes from USPTO patents with 853,638 reactions. (1) The reactants are [CH3:1][O:2][C:3]1[CH:4]=[C:5]2[C:10](=[CH:11][C:12]=1[O:13][CH3:14])[N:9]=[CH:8][N:7]=[C:6]2[O:15][C:16]1[CH:22]=[CH:21][C:19]([NH2:20])=[CH:18][CH:17]=1.C1(C)C=CC=CC=1.C(N(CC)CC)C.Cl[C:38](Cl)([O:40]C(=O)OC(Cl)(Cl)Cl)Cl.[CH3:49][CH:50]([CH3:59])[CH:51]([C:53]1[CH:58]=[CH:57][CH:56]=[CH:55][CH:54]=1)[OH:52]. The catalyst is C(Cl)Cl. The product is [CH3:1][O:2][C:3]1[CH:4]=[C:5]2[C:10](=[CH:11][C:12]=1[O:13][CH3:14])[N:9]=[CH:8][N:7]=[C:6]2[O:15][C:16]1[CH:22]=[CH:21][C:19]([NH:20][C:38](=[O:40])[O:52][CH:51]([C:53]2[CH:58]=[CH:57][CH:56]=[CH:55][CH:54]=2)[CH:50]([CH3:59])[CH3:49])=[CH:18][CH:17]=1. The yield is 0.290. (2) The product is [CH2:1]([N:4]1[CH:8]=[CH:7][N:6]=[C:5]1[C:9]1[S:13][C:12]([C:18]2[CH:23]=[CH:22][N:21]=[C:20]([NH:24][C:25](=[O:27])[CH3:26])[CH:19]=2)=[N:11][C:10]=1[Br:15])[CH:2]=[CH2:3]. The catalyst is O1CCOCC1.[Cu]I. The yield is 0.540. The reactants are [CH2:1]([N:4]1[CH:8]=[CH:7][N:6]=[C:5]1[C:9]1[S:13][C:12](Br)=[N:11][C:10]=1[Br:15])[CH:2]=[CH2:3].C[Sn](C)(C)[C:18]1[CH:23]=[CH:22][N:21]=[C:20]([NH:24][C:25](=[O:27])[CH3:26])[CH:19]=1.[Cl-].[Li+].